Predict the product of the given reaction. From a dataset of Forward reaction prediction with 1.9M reactions from USPTO patents (1976-2016). (1) Given the reactants O.ClC1C(=O)C(C#N)=C(C#N)C(=O)C=1Cl.[C:16]([C:20]1[CH:25]=[CH:24][C:23](/[C:26](/[C:45]2[CH:50]=[CH:49][C:48]([O:51][CH3:52])=[C:47]([O:53]CC3C=CC(OC)=CC=3)[N:46]=2)=[CH:27]\[C@@H:28]2[N:32]([CH2:33][C:34]3[CH:39]=[CH:38][C:37]([O:40][CH3:41])=[CH:36][C:35]=3[O:42][CH3:43])[C:31](=[O:44])[CH2:30][CH2:29]2)=[CH:22][CH:21]=1)([CH3:19])([CH3:18])[CH3:17], predict the reaction product. The product is: [C:16]([C:20]1[CH:21]=[CH:22][C:23](/[C:26](/[C:45]2[NH:46][C:47](=[O:53])[C:48]([O:51][CH3:52])=[CH:49][CH:50]=2)=[CH:27]\[C@H:28]2[CH2:29][CH2:30][C:31](=[O:44])[N:32]2[CH2:33][C:34]2[CH:39]=[CH:38][C:37]([O:40][CH3:41])=[CH:36][C:35]=2[O:42][CH3:43])=[CH:24][CH:25]=1)([CH3:19])([CH3:17])[CH3:18]. (2) Given the reactants C([NH:4][C@@H:5]1[C:11](=[O:12])[O:10][C:8](=[O:9])[CH:7]([CH3:13])[CH2:6]1)(O)=O.CN(C)CCCN.C([NH:24][C@H:25]([C:41]([O:43]C(=O)[C@H](CCCCNC(OCC1C=CC=CC=1)=O)NC(O)=O)=[O:42])[CH2:26][CH2:27][CH2:28][CH2:29][NH:30][C:31]([O:33][CH2:34][C:35]1[CH:40]=[CH:39][CH:38]=[CH:37][CH:36]=1)=[O:32])(O)=[O:22], predict the reaction product. The product is: [CH3:13][CH:7]([C:8]([OH:9])=[O:22])[CH2:6][C@@H:5]([C:11]([OH:10])=[O:12])[NH2:4].[CH2:34]([O:33][C:31]([NH:30][CH2:29][CH2:28][CH2:27][CH2:26][C@@H:25]([C:41]([OH:43])=[O:42])[NH2:24])=[O:32])[C:35]1[CH:36]=[CH:37][CH:38]=[CH:39][CH:40]=1. (3) Given the reactants [OH:1][C:2]1[CH:9]=[CH:8][C:5]([CH:6]=[O:7])=[CH:4][CH:3]=1.[O:10]1[CH:15]=[CH:14][CH2:13][CH2:12][CH2:11]1, predict the reaction product. The product is: [O:10]1[CH2:15][CH2:14][CH2:13][CH2:12][CH:11]1[O:1][C:2]1[CH:9]=[CH:8][C:5]([CH:6]=[O:7])=[CH:4][CH:3]=1.